Dataset: Peptide-MHC class I binding affinity with 185,985 pairs from IEDB/IMGT. Task: Regression. Given a peptide amino acid sequence and an MHC pseudo amino acid sequence, predict their binding affinity value. This is MHC class I binding data. (1) The peptide sequence is QASQDVKNW. The MHC is HLA-B58:01 with pseudo-sequence HLA-B58:01. The binding affinity (normalized) is 0.529. (2) The peptide sequence is WRRRWQQLL. The MHC is Mamu-B03 with pseudo-sequence Mamu-B03. The binding affinity (normalized) is 0.649. (3) The peptide sequence is LVYNHCEHG. The MHC is HLA-B27:05 with pseudo-sequence HLA-B27:05. The binding affinity (normalized) is 0.0847. (4) The peptide sequence is QFEEIRNLAL. The MHC is HLA-A26:01 with pseudo-sequence HLA-A26:01. The binding affinity (normalized) is 0. (5) The peptide sequence is VPADHRLAF. The MHC is HLA-B08:01 with pseudo-sequence HLA-B08:01. The binding affinity (normalized) is 0.361. (6) The peptide sequence is IHLDKGGQF. The MHC is HLA-A26:03 with pseudo-sequence HLA-A26:03. The binding affinity (normalized) is 0.0847. (7) The peptide sequence is DELVDPINY. The MHC is HLA-B40:02 with pseudo-sequence HLA-B40:02. The binding affinity (normalized) is 0.0649. (8) The peptide sequence is EHYVRITGL. The MHC is HLA-A69:01 with pseudo-sequence HLA-A69:01. The binding affinity (normalized) is 0.0847.